From a dataset of Peptide-MHC class II binding affinity with 134,281 pairs from IEDB. Regression. Given a peptide amino acid sequence and an MHC pseudo amino acid sequence, predict their binding affinity value. This is MHC class II binding data. The peptide sequence is YDKFLANNSTVLTGK. The MHC is DRB1_1001 with pseudo-sequence DRB1_1001. The binding affinity (normalized) is 0.639.